From a dataset of Full USPTO retrosynthesis dataset with 1.9M reactions from patents (1976-2016). Predict the reactants needed to synthesize the given product. (1) Given the product [CH2:1]([N:4]1[CH2:13][CH:12]2[C:14]3[CH:15]=[CH:16][C:17]([O:23][CH3:24])=[C:18]([O:21][CH3:22])[C:19]=3[O:20][C:10]3[C:11]2=[C:6]([CH:7]=[CH:8][CH:9]=3)[CH2:5]1)[CH2:2][CH3:3], predict the reactants needed to synthesize it. The reactants are: [CH2:1]([N:4]1[CH2:13][CH:12]2[C:14]3[CH:15]=[CH:16][C:17]([O:23][CH3:24])=[C:18]([O:21][CH3:22])[C:19]=3[O:20][C:10]3[C:11]2=[C:6]([CH:7]=[CH:8][CH:9]=3)[CH2:5]1)[CH:2]=[CH2:3]. (2) Given the product [F:1][C:2]([F:18])([F:19])[C:3]([NH:5][CH2:6][C:7]1[C:8]([CH3:17])=[C:9]([C:13]([CH3:16])=[CH:14][CH:15]=1)[C:10]([N:12]=[C:21]=[O:22])=[O:11])=[O:4], predict the reactants needed to synthesize it. The reactants are: [F:1][C:2]([F:19])([F:18])[C:3]([NH:5][CH2:6][C:7]1[C:8]([CH3:17])=[C:9]([C:13]([CH3:16])=[CH:14][CH:15]=1)[C:10]([NH2:12])=[O:11])=[O:4].C(Cl)(=O)[C:21](Cl)=[O:22]. (3) Given the product [F:22][C:4]1[CH:3]=[C:2]([C:28]2[CH:29]=[CH:30][CH:31]=[C:26]([O:25][C:24]([F:23])([F:35])[F:36])[CH:27]=2)[CH:7]=[C:6]([F:8])[C:5]=1[C:9]([N:11]1[CH2:16][CH2:15][CH:14]([N:17]2[CH2:21][CH2:20][CH2:19][CH2:18]2)[CH2:13][CH2:12]1)=[O:10], predict the reactants needed to synthesize it. The reactants are: Br[C:2]1[CH:7]=[C:6]([F:8])[C:5]([C:9]([N:11]2[CH2:16][CH2:15][CH:14]([N:17]3[CH2:21][CH2:20][CH2:19][CH2:18]3)[CH2:13][CH2:12]2)=[O:10])=[C:4]([F:22])[CH:3]=1.[F:23][C:24]([F:36])([F:35])[O:25][C:26]1[CH:27]=[C:28](B(O)O)[CH:29]=[CH:30][CH:31]=1. (4) Given the product [NH3:1].[CH:22]([N:21]([CH:25]([CH3:26])[CH3:27])[CH2:20][CH2:19][C@@H:18]([C:13]1[CH:12]=[C:11]([CH2:10][CH2:9][O:8][C:7]2[CH:6]=[CH:5][C:4]([CH2:3][CH2:2][NH:1][CH2:40][C:39]3[CH:38]=[C:37]([F:36])[C:44]([OH:45])=[C:43]([F:46])[CH:42]=3)=[CH:35][CH:34]=2)[CH:16]=[CH:15][C:14]=1[OH:17])[C:28]1[CH:29]=[CH:30][CH:31]=[CH:32][CH:33]=1)([CH3:24])[CH3:23], predict the reactants needed to synthesize it. The reactants are: [NH2:1][CH2:2][CH2:3][C:4]1[CH:35]=[CH:34][C:7]([O:8][CH2:9][CH2:10][C:11]2[CH:16]=[CH:15][C:14]([OH:17])=[C:13]([C@@H:18]([C:28]3[CH:33]=[CH:32][CH:31]=[CH:30][CH:29]=3)[CH2:19][CH2:20][N:21]([CH:25]([CH3:27])[CH3:26])[CH:22]([CH3:24])[CH3:23])[CH:12]=2)=[CH:6][CH:5]=1.[F:36][C:37]1[CH:38]=[C:39]([CH:42]=[C:43]([F:46])[C:44]=1[OH:45])[CH:40]=O.S([O-])([O-])(=O)=O.[Mg+2].[BH4-].[Na+]. (5) Given the product [C:9]([O:13][C:14](=[O:23])[N:15]([CH3:22])[CH:16]1[CH2:21][CH2:20][N:19]([CH2:7][C:2]2[CH:3]=[CH:4][CH:5]=[CH:6][N:1]=2)[CH2:18][CH2:17]1)([CH3:12])([CH3:11])[CH3:10], predict the reactants needed to synthesize it. The reactants are: [N:1]1[CH:6]=[CH:5][CH:4]=[CH:3][C:2]=1[CH:7]=O.[C:9]([O:13][C:14](=[O:23])[N:15]([CH3:22])[CH:16]1[CH2:21][CH2:20][NH:19][CH2:18][CH2:17]1)([CH3:12])([CH3:11])[CH3:10].C(O[BH-](OC(=O)C)OC(=O)C)(=O)C.[Na+].CO. (6) The reactants are: [O-:1][S:2]([O-:5])(=[O:4])=[O:3].[O:6]=[Ti+2:7].OO.O.N.[OH-].[Ti+4].[OH-].[OH-].[OH-]. Given the product [O-:4][S:2]([O-:5])(=[O:3])=[O:1].[O:6]=[Ti+2:7].[O-2:1].[Ti+4:7].[O-2:1], predict the reactants needed to synthesize it.